Predict which catalyst facilitates the given reaction. From a dataset of Catalyst prediction with 721,799 reactions and 888 catalyst types from USPTO. (1) Reactant: C[Mg]Br.[CH2:4](OCC)C.[CH3:9][O:10][C:11]1[CH:16]=[CH:15][C:14]([C:17](=O)[CH3:18])=[CH:13][CH:12]=1.Cl. Product: [CH3:9][O:10][C:11]1[CH:16]=[CH:15][C:14]([C:17]([CH3:18])=[CH2:4])=[CH:13][CH:12]=1. The catalyst class is: 27. (2) Reactant: [H-].[Na+].[Si:3]([O:20][CH2:21][CH2:22][O:23][CH2:24][C@H:25]([OH:30])[C:26]([O:28][CH3:29])=[O:27])([C:16]([CH3:19])([CH3:18])[CH3:17])([C:10]1[CH:15]=[CH:14][CH:13]=[CH:12][CH:11]=1)[C:4]1[CH:9]=[CH:8][CH:7]=[CH:6][CH:5]=1.Cl[C:32]1[N:37]=[CH:36][N:35]=[C:34]2[N:38]([C:41]3[CH:46]=[C:45]([CH3:47])[CH:44]=[CH:43][C:42]=3[CH3:48])[N:39]=[CH:40][C:33]=12.C(O)(=O)CC(CC(O)=O)(C(O)=O)O. Product: [Si:3]([O:20][CH2:21][CH2:22][O:23][CH2:24][C@H:25]([O:30][C:32]1[N:37]=[CH:36][N:35]=[C:34]2[N:38]([C:41]3[CH:46]=[C:45]([CH3:47])[CH:44]=[CH:43][C:42]=3[CH3:48])[N:39]=[CH:40][C:33]=12)[C:26]([O:28][CH3:29])=[O:27])([C:16]([CH3:19])([CH3:18])[CH3:17])([C:10]1[CH:15]=[CH:14][CH:13]=[CH:12][CH:11]=1)[C:4]1[CH:5]=[CH:6][CH:7]=[CH:8][CH:9]=1. The catalyst class is: 1. (3) Reactant: [N+:1]([C:4]1[CH:9]=[CH:8][C:7]([C:10]2([C:14]([O:16][CH2:17][CH3:18])=[O:15])[CH2:13][CH2:12][CH2:11]2)=[CH:6][CH:5]=1)([O-])=O. Product: [NH2:1][C:4]1[CH:5]=[CH:6][C:7]([C:10]2([C:14]([O:16][CH2:17][CH3:18])=[O:15])[CH2:11][CH2:12][CH2:13]2)=[CH:8][CH:9]=1. The catalyst class is: 312. (4) Reactant: [CH2:1]([N:8]([CH2:14]C#N)[CH2:9][Si](C)(C)C)[C:2]1[CH:7]=[CH:6][CH:5]=[CH:4][CH:3]=1.[F:17][C:18]1[CH:23]=[C:22](/[CH:24]=[CH:25]/[N+:26]([O-:28])=[O:27])[C:21]([F:29])=[CH:20][C:19]=1[F:30]. Product: [CH2:1]([N:8]1[CH2:14][CH:24]([C:22]2[CH:23]=[C:18]([F:17])[C:19]([F:30])=[CH:20][C:21]=2[F:29])[CH:25]([N+:26]([O-:28])=[O:27])[CH2:9]1)[C:2]1[CH:7]=[CH:6][CH:5]=[CH:4][CH:3]=1. The catalyst class is: 291. (5) Reactant: [C:1]([O:8][CH:9]1[CH2:14][CH2:13][N:12]([C:15]2[S:16][C:17](/[CH:20]=[C:21](\[C:32]#[N:33])/[C:22]3[CH:27]=[CH:26][C:25]([O:28][CH3:29])=[C:24]([O:30][CH3:31])[CH:23]=3)=[CH:18][CH:19]=2)[CH2:11][CH2:10]1)(=[O:7])[CH2:2][CH2:3][C:4]([O-:6])=O.[Cl:34]C1N=C(OC)N=C(OC)N=1.CN1CCOCC1.[CH2:52]([N:54]([CH2:59][CH3:60])[CH2:55][CH2:56][NH:57][CH3:58])[CH3:53]. Product: [ClH:34].[CH2:52]([N:54]([CH2:59][CH3:60])[CH2:55][CH2:56][N:57]([CH3:58])[C:4](=[O:6])[CH2:3][CH2:2][C:1]([O:8][CH:9]1[CH2:10][CH2:11][N:12]([C:15]2[S:16][C:17](/[CH:20]=[C:21](\[C:32]#[N:33])/[C:22]3[CH:27]=[CH:26][C:25]([O:28][CH3:29])=[C:24]([O:30][CH3:31])[CH:23]=3)=[CH:18][CH:19]=2)[CH2:13][CH2:14]1)=[O:7])[CH3:53]. The catalyst class is: 2. (6) Reactant: [O:1]1[CH2:6][CH2:5][N:4]([CH2:7][CH2:8][O:9][C:10]2[CH:17]=[CH:16][C:13](C=O)=[CH:12][C:11]=2[N+:18]([O-:20])=[O:19])[CH2:3][CH2:2]1.[CH:21]([O:26][CH3:27])([O:24][CH3:25])OC.Cl.CO.C(=O)([O-])[O-].[K+].[K+]. Product: [CH3:27][O:26][CH:21]([O:24][CH3:25])[C:13]1[CH:16]=[CH:17][C:10]([O:9][CH2:8][CH2:7][N:4]2[CH2:3][CH2:2][O:1][CH2:6][CH2:5]2)=[C:11]([N+:18]([O-:20])=[O:19])[CH:12]=1. The catalyst class is: 4. (7) Reactant: [CH3:1][O:2][C:3]1[CH:8]=[CH:7][C:6]([OH:9])=[C:5]([C:10]([F:13])([F:12])[F:11])[C:4]=1[C:14]([F:17])([F:16])[F:15].[CH2:18]([CH:21]1[CH2:26][CH2:25][CH:24]([CH:27]2[CH2:32][CH2:31][CH:30]([C:33](O)=[O:34])[CH2:29][CH2:28]2)[CH2:23][CH2:22]1)[CH2:19][CH3:20].C1(N=C=NC2CCCCC2)CCCCC1.C(Cl)Cl. Product: [CH2:18]([CH:21]1[CH2:26][CH2:25][CH:24]([CH:27]2[CH2:32][CH2:31][CH:30]([C:33]([O:9][C:6]3[CH:7]=[CH:8][C:3]([O:2][CH3:1])=[C:4]([C:14]([F:15])([F:16])[F:17])[C:5]=3[C:10]([F:11])([F:12])[F:13])=[O:34])[CH2:29][CH2:28]2)[CH2:23][CH2:22]1)[CH2:19][CH3:20]. The catalyst class is: 777. (8) Reactant: [C:1]1([NH:10][NH:11][C:12]([C:14]2[C:15]([C:20]3[CH:25]=[CH:24][CH:23]=[CH:22][CH:21]=3)=[N:16][O:17][C:18]=2[CH3:19])=O)[C:9]2[C:4](=[CH:5][CH:6]=[CH:7][CH:8]=2)[CH2:3][N:2]=1.C(O)(=O)C. Product: [CH3:19][C:18]1[O:17][N:16]=[C:15]([C:20]2[CH:25]=[CH:24][CH:23]=[CH:22][CH:21]=2)[C:14]=1[C:12]1[N:2]2[CH2:3][C:4]3[C:9]([C:1]2=[N:10][N:11]=1)=[CH:8][CH:7]=[CH:6][CH:5]=3. The catalyst class is: 11. (9) Reactant: [CH3:1][O:2][C:3]([C:5]1[CH:32]=[CH:31][C:8]2[NH:9][C:10]([NH:12][CH2:13][CH:14]3[CH2:19][CH2:18][N:17]([CH2:20][C:21]4[C:30]5[C:25](=[CH:26][CH:27]=[CH:28][CH:29]=5)[CH:24]=[CH:23][CH:22]=4)[CH2:16][CH2:15]3)=[N:11][C:7]=2[CH:6]=1)=[O:4].[C:33](O[C:33]([O:35][C:36]([CH3:39])([CH3:38])[CH3:37])=[O:34])([O:35][C:36]([CH3:39])([CH3:38])[CH3:37])=[O:34]. Product: [CH3:1][O:2][C:3]([C:5]1[CH:32]=[CH:31][C:8]2[N:9]([C:33]([O:35][C:36]([CH3:39])([CH3:38])[CH3:37])=[O:34])[C:10]([NH:12][CH2:13][CH:14]3[CH2:19][CH2:18][N:17]([CH2:20][C:21]4[C:30]5[C:25](=[CH:26][CH:27]=[CH:28][CH:29]=5)[CH:24]=[CH:23][CH:22]=4)[CH2:16][CH2:15]3)=[N:11][C:7]=2[CH:6]=1)=[O:4]. The catalyst class is: 12.